From a dataset of Peptide-MHC class II binding affinity with 134,281 pairs from IEDB. Regression. Given a peptide amino acid sequence and an MHC pseudo amino acid sequence, predict their binding affinity value. This is MHC class II binding data. (1) The peptide sequence is TMTQMNQAFRNIVNM. The MHC is DRB5_0101 with pseudo-sequence DRB5_0101. The binding affinity (normalized) is 0.0965. (2) The peptide sequence is YDKKLANVSTVLTGK. The MHC is DRB1_0802 with pseudo-sequence DRB1_0802. The binding affinity (normalized) is 0.730. (3) The peptide sequence is EFEPPHAATIRVLAL. The MHC is DRB1_0401 with pseudo-sequence DRB1_0401. The binding affinity (normalized) is 0.00199. (4) The peptide sequence is EDSALLEDPAGT. The MHC is HLA-DQA10301-DQB10302 with pseudo-sequence HLA-DQA10301-DQB10302. The binding affinity (normalized) is 0.387. (5) The peptide sequence is ITDDNEEPIAP. The MHC is DRB1_1101 with pseudo-sequence DRB1_1101. The binding affinity (normalized) is 0.